Dataset: Forward reaction prediction with 1.9M reactions from USPTO patents (1976-2016). Task: Predict the product of the given reaction. (1) Given the reactants Cl[C:2]1[CH:3]=[C:4]([CH:23]=[CH:24][C:25]=1Cl)[O:5][CH:6]1[CH2:11][CH2:10][N:9]([S:12]([C:15]2[C:16]([CH3:22])=[N:17][N:18]([CH3:21])[C:19]=2[CH3:20])(=[O:14])=[O:13])[CH2:8][CH2:7]1.CN1C(C)=C(S(Cl)(=O)=O)C(C)=N1.Cl.[F:40]C1C=CC(OC2CCNCC2)=CC=1, predict the reaction product. The product is: [F:40][C:25]1[CH:24]=[CH:23][C:4]([O:5][CH:6]2[CH2:11][CH2:10][N:9]([S:12]([C:15]3[C:16]([CH3:22])=[N:17][N:18]([CH3:21])[C:19]=3[CH3:20])(=[O:14])=[O:13])[CH2:8][CH2:7]2)=[CH:3][CH:2]=1. (2) The product is: [CH2:1]([N:8]1[CH:13]([CH2:14][O:15][Si:16]([C:19]([CH3:22])([CH3:21])[CH3:20])([CH3:18])[CH3:17])[CH2:12][O:11][C:10]([CH2:24][CH:25]([O:27][Si:34]([C:47]([CH3:50])([CH3:49])[CH3:48])([C:41]2[CH:42]=[CH:43][CH:44]=[CH:45][CH:46]=2)[C:35]2[CH:40]=[CH:39][CH:38]=[CH:37][CH:36]=2)[CH3:26])([CH3:23])[C:9]1=[O:28])[C:2]1[CH:3]=[CH:4][CH:5]=[CH:6][CH:7]=1. Given the reactants [CH2:1]([N:8]1[CH:13]([CH2:14][O:15][Si:16]([C:19]([CH3:22])([CH3:21])[CH3:20])([CH3:18])[CH3:17])[CH2:12][O:11][C:10]([CH2:24][CH:25]([OH:27])[CH3:26])([CH3:23])[C:9]1=[O:28])[C:2]1[CH:7]=[CH:6][CH:5]=[CH:4][CH:3]=1.N1C=CN=C1.[Si:34](Cl)([C:47]([CH3:50])([CH3:49])[CH3:48])([C:41]1[CH:46]=[CH:45][CH:44]=[CH:43][CH:42]=1)[C:35]1[CH:40]=[CH:39][CH:38]=[CH:37][CH:36]=1, predict the reaction product. (3) Given the reactants OC1C(=O)NN=C(CCC2C=CC=CC=2)C=1.C([O:24][C:25]1[N:26]=[N:27][C:28]([C:39]#[C:40][C:41]2[C:46]([F:47])=[CH:45][CH:44]=[CH:43][C:42]=2[Cl:48])=[CH:29][C:30]=1[O:31]CC1C=CC=CC=1)C1C=CC=CC=1, predict the reaction product. The product is: [Cl:48][C:42]1[CH:43]=[CH:44][CH:45]=[C:46]([F:47])[C:41]=1[CH2:40][CH2:39][C:28]1[CH:29]=[C:30]([OH:31])[C:25](=[O:24])[NH:26][N:27]=1.